From a dataset of Forward reaction prediction with 1.9M reactions from USPTO patents (1976-2016). Predict the product of the given reaction. (1) Given the reactants [Si:1]([O:18][CH2:19][C:20](=[CH2:23])[CH2:21]O)([C:14]([CH3:17])([CH3:16])[CH3:15])([C:8]1[CH:13]=[CH:12][CH:11]=[CH:10][CH:9]=1)[C:2]1[CH:7]=[CH:6][CH:5]=[CH:4][CH:3]=1.[Br-:24].[Br-].C1(P(C2C=CC=CC=2)C2C=CC=CC=2)C=CC=CC=1, predict the reaction product. The product is: [Br:24][CH2:21][C:20](=[CH2:23])[CH2:19][O:18][Si:1]([C:14]([CH3:17])([CH3:16])[CH3:15])([C:8]1[CH:13]=[CH:12][CH:11]=[CH:10][CH:9]=1)[C:2]1[CH:7]=[CH:6][CH:5]=[CH:4][CH:3]=1. (2) Given the reactants F[B-](F)(F)F.[CH2:6]([N+:10]1[C:18]2[C:13]3[C:14](=[CH:19][CH:20]=[CH:21][C:12]=3[C:11]=1[CH:22]=[CH:23][C:24]1[CH2:29][CH2:28][CH2:27][C:26](=[CH:30][CH:31]=[C:32]3[C:40]4[CH:41]=[CH:42][CH:43]=[C:38]5[C:39]=4[C:34](=[CH:35][CH:36]=[CH:37]5)[N:33]3[CH2:44][CH2:45][CH2:46][CH3:47])[C:25]=1[C:48]1[CH:53]=[CH:52][CH:51]=[CH:50][CH:49]=1)[CH:15]=[CH:16][CH:17]=2)[CH2:7][CH2:8][CH3:9].[F:54][C:55]([F:72])([S:68]([O-:71])(=[O:70])=[O:69])[CH:56]([O:61][C:62](=[O:67])[C:63]([CH3:66])([CH3:65])[CH3:64])[C:57]([F:60])([F:59])[F:58].[Na+].O, predict the reaction product. The product is: [F:72][C:55]([F:54])([S:68]([O-:71])(=[O:69])=[O:70])[CH:56]([O:61][C:62](=[O:67])[C:63]([CH3:65])([CH3:66])[CH3:64])[C:57]([F:58])([F:60])[F:59].[CH2:6]([N+:10]1[C:18]2[C:13]3[C:14](=[CH:19][CH:20]=[CH:21][C:12]=3[C:11]=1[CH:22]=[CH:23][C:24]1[CH2:29][CH2:28][CH2:27][C:26](=[CH:30][CH:31]=[C:32]3[C:40]4[CH:41]=[CH:42][CH:43]=[C:38]5[C:39]=4[C:34](=[CH:35][CH:36]=[CH:37]5)[N:33]3[CH2:44][CH2:45][CH2:46][CH3:47])[C:25]=1[C:48]1[CH:53]=[CH:52][CH:51]=[CH:50][CH:49]=1)[CH:15]=[CH:16][CH:17]=2)[CH2:7][CH2:8][CH3:9]. (3) Given the reactants [CH3:1][O:2][C:3]1[CH:8]=[CH:7][C:6]([C:9]2[NH:13][N:12]=[C:11]([NH:14][C:15](=[O:21])[CH2:16][CH2:17][CH2:18][CH2:19]Br)[CH:10]=2)=[CH:5][CH:4]=1.[I-].[Na+].C([N:31]1[CH2:37][CH2:36][CH2:35][NH:34][CH2:33][CH2:32]1)(OC(C)(C)C)=O.C(N(C(C)C)CC)(C)C.CO.N, predict the reaction product. The product is: [CH3:1][O:2][C:3]1[CH:8]=[CH:7][C:6]([C:9]2[CH:10]=[C:11]([NH:14][C:15](=[O:21])[CH2:16][CH2:17][CH2:18][CH2:19][N:31]3[CH2:37][CH2:36][CH2:35][NH:34][CH2:33][CH2:32]3)[NH:12][N:13]=2)=[CH:5][CH:4]=1. (4) Given the reactants [CH3:1][C:2]1(C)C(C)(C)OB(C=C)O1.Br[C:13]1[CH:18]=[C:17]([C:19]([F:22])([F:21])[F:20])[CH:16]=[CH:15][C:14]=1[N:23]1[CH2:28][CH2:27][O:26][C:25]2[CH:29]=[C:30]([S:33]([N:36]([CH2:42][C:43]3[CH:48]=[CH:47][C:46]([O:49][CH3:50])=[CH:45][CH:44]=3)[C:37]3[S:38][CH:39]=[CH:40][N:41]=3)(=[O:35])=[O:34])[CH:31]=[CH:32][C:24]1=2.C(=O)([O-])[O-].[Cs+].[Cs+], predict the reaction product. The product is: [CH3:50][O:49][C:46]1[CH:47]=[CH:48][C:43]([CH2:42][N:36]([C:37]2[S:38][CH:39]=[CH:40][N:41]=2)[S:33]([C:30]2[CH:31]=[CH:32][C:24]3[N:23]([C:14]4[CH:15]=[CH:16][C:17]([C:19]([F:21])([F:22])[F:20])=[CH:18][C:13]=4[CH:1]=[CH2:2])[CH2:28][CH2:27][O:26][C:25]=3[CH:29]=2)(=[O:35])=[O:34])=[CH:44][CH:45]=1. (5) Given the reactants [C:1]([C:3]1[C:4]([C:17]2[CH:22]=[CH:21][C:20]([O:23][CH3:24])=[CH:19][CH:18]=2)=[C:5]([C:14]([OH:16])=O)[S:6][C:7]=1[N:8]1[CH2:13][CH2:12][O:11][CH2:10][CH2:9]1)#[N:2].C1C=CC2N(O)N=[N:31]C=2C=1.CCN=C=NCCCN(C)C.N, predict the reaction product. The product is: [C:1]([C:3]1[C:4]([C:17]2[CH:18]=[CH:19][C:20]([O:23][CH3:24])=[CH:21][CH:22]=2)=[C:5]([C:14]([NH2:31])=[O:16])[S:6][C:7]=1[N:8]1[CH2:13][CH2:12][O:11][CH2:10][CH2:9]1)#[N:2]. (6) Given the reactants [CH2:1]([NH:8][C:9]1[C:14]2=[C:15]([C:18]3[CH:23]=[CH:22][CH:21]=[CH:20][CH:19]=3)[CH:16]=[CH:17][N:13]2[N:12]=[C:11]([C:24]2[CH:25]=[N:26][CH:27]=C([CH:31]=2)C#N)[N:10]=1)[C:2]1[CH:7]=[CH:6][CH:5]=[CH:4][CH:3]=1.[OH-:32].[K+].Cl.[O:35]1[CH2:40][CH2:39]OCC1, predict the reaction product. The product is: [CH2:1]([NH:8][C:9]1[C:14]2=[C:15]([C:18]3[CH:23]=[CH:22][CH:21]=[CH:20][CH:19]=3)[CH:16]=[CH:17][N:13]2[N:12]=[C:11]([C:24]2[CH:25]=[N:26][CH:27]=[C:39]([CH:31]=2)[C:40]([OH:35])=[O:32])[N:10]=1)[C:2]1[CH:7]=[CH:6][CH:5]=[CH:4][CH:3]=1. (7) The product is: [O:33]=[C:29]1[CH2:30][CH2:31][CH2:32][N:28]1[CH:25]1[CH2:24][CH2:23][N:22]([CH2:21][C:6]2[C:7]([C:15]3[CH:16]=[CH:17][CH:18]=[CH:19][CH:20]=3)=[N:8][C:9]3[C:14]([C:5]=2[C:3]([OH:4])=[O:2])=[CH:13][CH:12]=[CH:11][CH:10]=3)[CH2:27][CH2:26]1. Given the reactants C[O:2][C:3]([C:5]1[C:14]2[C:9](=[CH:10][CH:11]=[CH:12][CH:13]=2)[N:8]=[C:7]([C:15]2[CH:20]=[CH:19][CH:18]=[CH:17][CH:16]=2)[C:6]=1[CH2:21][N:22]1[CH2:27][CH2:26][CH:25]([N:28]2[CH2:32][CH2:31][CH2:30][C:29]2=[O:33])[CH2:24][CH2:23]1)=[O:4].Cl, predict the reaction product. (8) Given the reactants [Br:1][C:2]1[CH:3]=[CH:4][C:5](F)=[C:6]([CH:9]=1)[CH:7]=[O:8].C[CH:12]1[CH2:17][CH2:16][CH2:15][NH:14][CH2:13]1.C(=O)([O-])[O-].[K+].[K+].O, predict the reaction product. The product is: [Br:1][C:2]1[CH:3]=[CH:4][C:5]([N:14]2[CH2:15][CH2:16][CH:17]([CH3:12])[CH2:13]2)=[C:6]([CH:9]=1)[CH:7]=[O:8]. (9) Given the reactants Cl[C:2]1[CH:3]=[C:4]2[C:9](=[CH:10][N:11]=1)[N:8]=[CH:7][C:6]([C:12]#[N:13])=[C:5]2[OH:14].C1(P(C2C=CC=CC=2)C2C=CC=CC=2)C=CC=CC=1.[CH3:34][Si:35]([C:38]#[CH:39])([CH3:37])[CH3:36], predict the reaction product. The product is: [OH:14][C:5]1[C:4]2[C:9](=[CH:10][N:11]=[C:2]([C:39]#[C:38][Si:35]([CH3:37])([CH3:36])[CH3:34])[CH:3]=2)[N:8]=[CH:7][C:6]=1[C:12]#[N:13]. (10) Given the reactants [C:1]1([OH:6])[CH2:5][CH2:4][CH2:3][CH:2]=1.[F:7][C:8]1[CH:9]=[CH:10][C:11]([N+:15]([O-:17])=[O:16])=[C:12](O)[CH:13]=1.CCOC(/N=N/C(OCC)=O)=O, predict the reaction product. The product is: [CH:1]1([O:6][C:10]2[CH:9]=[C:8]([F:7])[CH:13]=[CH:12][C:11]=2[N+:15]([O-:17])=[O:16])[CH2:5][CH:4]=[CH:3][CH2:2]1.